Dataset: Catalyst prediction with 721,799 reactions and 888 catalyst types from USPTO. Task: Predict which catalyst facilitates the given reaction. (1) Reactant: [Br:1][C:2]1[C:3]([CH3:13])=[N:4][C:5]2[C:10]([CH:11]=1)=[CH:9][CH:8]=[CH:7][C:6]=2[F:12].CC(O)=O.[Br:18]N1C(=O)CCC1=O. Product: [Br:1][C:2]1[C:3]([CH2:13][Br:18])=[N:4][C:5]2[C:10]([CH:11]=1)=[CH:9][CH:8]=[CH:7][C:6]=2[F:12]. The catalyst class is: 6. (2) Reactant: C([O:4][CH2:5][C@@H:6]1[C@@H:11]([O:12]C(=O)C)[C@H:10]([O:16]C(=O)C)[C@H:9]([F:20])[C@@H:8]([O:21][C:22]2[CH:27]=[CH:26][C:25]([Br:28])=[CH:24][C:23]=2[CH3:29])[O:7]1)(=O)C.C[O-].[Na+]. Product: [Br:28][C:25]1[CH:26]=[CH:27][C:22]([O:21][C@H:8]2[O:7][C@H:6]([CH2:5][OH:4])[C@@H:11]([OH:12])[C@H:10]([OH:16])[C@@H:9]2[F:20])=[C:23]([CH3:29])[CH:24]=1. The catalyst class is: 5. (3) Reactant: [CH2:1]1[O:4][CH:2]1[CH3:3].Cl([O-])(=O)(=O)=O.[Li+].[Br:11][C:12]1[CH:13]=[C:14]([CH:16]=[C:17]([C:19]([F:22])([F:21])[F:20])[CH:18]=1)[NH2:15]. Product: [Br:11][C:12]1[CH:13]=[C:14]([NH:15][CH2:1][CH:2]([OH:4])[CH3:3])[CH:16]=[C:17]([C:19]([F:21])([F:22])[F:20])[CH:18]=1. The catalyst class is: 10. (4) Reactant: [NH2:1][C:2]1[S:3][C:4]2[CH:10]=[C:9]([C:11](O)([CH2:14][CH3:15])[CH2:12][CH3:13])[CH:8]=[CH:7][C:5]=2[N:6]=1.[NH:17]1[C:25]2[C:20](=[CH:21][CH:22]=[CH:23][C:24]=2[NH:26][S:27]([CH3:30])(=[O:29])=[O:28])[CH:19]=[CH:18]1.FC(F)(F)C(O)=O. Product: [NH2:1][C:2]1[S:3][C:4]2[CH:10]=[C:9]([C:11]([C:19]3[C:20]4[C:25](=[C:24]([NH:26][S:27]([CH3:30])(=[O:28])=[O:29])[CH:23]=[CH:22][CH:21]=4)[NH:17][CH:18]=3)([CH2:14][CH3:15])[CH2:12][CH3:13])[CH:8]=[CH:7][C:5]=2[N:6]=1. The catalyst class is: 2.